Dataset: Full USPTO retrosynthesis dataset with 1.9M reactions from patents (1976-2016). Task: Predict the reactants needed to synthesize the given product. (1) Given the product [CH3:30][N:31]([CH2:42][C:43]1[N:47]([CH2:48][C@@H:49]2[CH2:54][CH2:53][CH2:52][N:51]([CH3:55])[CH2:50]2)[C:46]2[CH:56]=[CH:57][CH:58]=[CH:59][C:45]=2[N:44]=1)[C@@H:32]1[C:41]2[N:40]=[CH:39][CH:38]=[CH:37][C:36]=2[CH2:35][CH2:34][CH2:33]1, predict the reactants needed to synthesize it. The reactants are: CN(CC1N(C[C@@H]2CCCNC2)C2C=CC=CC=2N=1)[C@@H]1C2N=CC=CC=2CCC1.[CH3:30][N:31]([CH2:42][C:43]1[N:47]([CH2:48][C@H:49]2[CH2:54][CH2:53][CH2:52][N:51]([CH3:55])[CH2:50]2)[C:46]2[CH:56]=[CH:57][CH:58]=[CH:59][C:45]=2[N:44]=1)[C@@H:32]1[C:41]2[N:40]=[CH:39][CH:38]=[CH:37][C:36]=2[CH2:35][CH2:34][CH2:33]1. (2) Given the product [NH2:31][O:32][S:33]([OH:36])(=[O:35])=[O:34].[CH3:7][O:8][C:9]1[CH:10]=[C:11]2[C:15](=[CH:16][CH:17]=1)[N:14]([NH2:25])[CH:13]=[CH:12]2, predict the reactants needed to synthesize it. The reactants are: CC(C)([O-])C.[K+].[CH3:7][O:8][C:9]1[CH:10]=[C:11]2[C:15](=[CH:16][CH:17]=1)[NH:14][CH:13]=[CH:12]2.CC(C)([O-])C.[K+].C[N:25]1CCCC1=O.[NH2:31][O:32][S:33]([OH:36])(=[O:35])=[O:34].CN1CCCC1=O. (3) Given the product [NH2:1][C:2]1[N:10]=[CH:9][N:8]=[C:7]2[C:3]=1[N:4]=[C:5]([S:17][C:18]1[N:19]([CH2:27][CH2:28][CH3:29])[C:20]3[C:25]([C:26]=1[I:37])=[CH:24][CH:23]=[CH:22][CH:21]=3)[N:6]2[CH2:11][CH2:12][O:13][C:14](=[O:16])[CH3:15], predict the reactants needed to synthesize it. The reactants are: [NH2:1][C:2]1[N:10]=[CH:9][N:8]=[C:7]2[C:3]=1[N:4]=[C:5]([S:17][C:18]1[N:19]([CH2:27][CH2:28][CH3:29])[C:20]3[C:25]([CH:26]=1)=[CH:24][CH:23]=[CH:22][CH:21]=3)[N:6]2[CH2:11][CH2:12][O:13][C:14](=[O:16])[CH3:15].C1C(=O)N([I:37])C(=O)C1.CCOC(C)=O. (4) Given the product [F:67][C:65]1[CH:64]=[CH:63][C:62]([C:68]([F:70])([F:69])[F:71])=[C:61]([CH:66]=1)[C:60]([N:57]1[CH2:58][CH2:59][N:54]([C:52](=[O:53])[CH2:51][NH:50][C:25]([C:22]2[CH:21]=[C:20]([C:18]3[CH:17]=[CH:16][C:14]4[NH:15][C:11](=[O:10])[O:12][C:13]=4[CH:19]=3)[NH:24][N:23]=2)=[O:27])[CH2:55][CH2:56]1)=[O:72], predict the reactants needed to synthesize it. The reactants are: CCN(C(C)C)C(C)C.[O:10]=[C:11]1[NH:15][C:14]2[CH:16]=[CH:17][C:18]([C:20]3[NH:24][N:23]=[C:22]([C:25]([OH:27])=O)[CH:21]=3)=[CH:19][C:13]=2[O:12]1.C1C=CC2N(O)N=NC=2C=1.CCN=C=NCCCN(C)C.Cl.[NH2:50][CH2:51][C:52]([N:54]1[CH2:59][CH2:58][N:57]([C:60](=[O:72])[C:61]2[CH:66]=[C:65]([F:67])[CH:64]=[CH:63][C:62]=2[C:68]([F:71])([F:70])[F:69])[CH2:56][CH2:55]1)=[O:53]. (5) Given the product [Cl:1][CH2:2][C:3]1[CH:4]=[C:5]([CH:9]=[CH:10][CH:11]=1)[C:6]([NH:16][C:14]([CH3:17])([CH3:15])[C:13]([F:19])([F:18])[F:12])=[O:7], predict the reactants needed to synthesize it. The reactants are: [Cl:1][CH2:2][C:3]1[CH:4]=[C:5]([CH:9]=[CH:10][CH:11]=1)[C:6](Cl)=[O:7].[F:12][C:13]([F:19])([F:18])[C:14]([CH3:17])([NH2:16])[CH3:15].C(N(CC)CC)C. (6) Given the product [ClH:2].[ClH:33].[Cl:2][C:3]1[CH:4]=[C:5]2[C:9](=[CH:10][CH:11]=1)[NH:8][CH:7]=[C:6]2[C:12]1[CH2:13][CH2:14][N:15]([CH:18]2[CH2:23][CH2:22][C:21]([N:30]([CH3:32])[CH3:31])([C:24]3[CH:29]=[CH:28][CH:27]=[CH:26][CH:25]=3)[CH2:20][CH2:19]2)[CH2:16][CH:17]=1, predict the reactants needed to synthesize it. The reactants are: Cl.[Cl:2][C:3]1[CH:4]=[C:5]2[C:9](=[CH:10][CH:11]=1)[NH:8][CH:7]=[C:6]2[C:12]1[CH2:13][CH2:14][N:15]([CH:18]2[CH2:23][CH2:22][C:21]([N:30]([CH3:32])[CH3:31])([C:24]3[CH:29]=[CH:28][CH:27]=[CH:26][CH:25]=3)[CH2:20][CH2:19]2)[CH2:16][CH:17]=1.[Cl:33][Si](C)(C)C. (7) Given the product [Si:25]([O:32][CH2:33][C@@H:34]([O:24][C:3]1[C:2]([F:1])=[CH:20][C:19]([N+:21]([O-:23])=[O:22])=[CH:18][C:4]=1[CH2:5][N:6]([CH3:17])[C:7](=[O:16])[O:8][CH2:9][C:10]1[CH:11]=[CH:12][CH:13]=[CH:14][CH:15]=1)[CH3:35])([C:28]([CH3:29])([CH3:30])[CH3:31])([CH3:27])[CH3:26], predict the reactants needed to synthesize it. The reactants are: [F:1][C:2]1[C:3]([OH:24])=[C:4]([CH:18]=[C:19]([N+:21]([O-:23])=[O:22])[CH:20]=1)[CH2:5][N:6]([CH3:17])[C:7](=[O:16])[O:8][CH2:9][C:10]1[CH:15]=[CH:14][CH:13]=[CH:12][CH:11]=1.[Si:25]([O:32][CH2:33][C@H:34](O)[CH3:35])([C:28]([CH3:31])([CH3:30])[CH3:29])([CH3:27])[CH3:26].C1(P(C2C=CC=CC=2)C2C=CC=CC=2)C=CC=CC=1.CC(OC(/N=N/C(OC(C)C)=O)=O)C. (8) Given the product [CH3:1][C@H:2]1[NH:7][C@@H:6]([CH3:8])[CH2:5][N:4]([C:9]2[CH:10]=[C:11]([CH:33]=[CH:34][CH:35]=2)[CH2:12][CH:13]2[CH2:18][CH2:17][N:16]([CH2:19][CH2:20][O:21][C:22]3[CH:31]=[CH:30][CH:29]=[C:28]4[C:23]=3[CH:24]=[CH:25][C:26]([CH3:32])=[N:27]4)[CH2:15][CH2:14]2)[CH2:3]1, predict the reactants needed to synthesize it. The reactants are: [CH3:1][C@H:2]1[NH:7][C@@H:6]([CH3:8])[CH2:5][N:4]([C:9]2[CH:10]=[C:11]([CH:33]=[CH:34][CH:35]=2)[CH:12]=[C:13]2[CH2:18][CH2:17][N:16]([CH2:19][CH2:20][O:21][C:22]3[CH:31]=[CH:30][CH:29]=[C:28]4[C:23]=3[CH:24]=[CH:25][C:26]([CH3:32])=[N:27]4)[CH2:15][CH2:14]2)[CH2:3]1. (9) Given the product [C:12]([O:16][C:17]([N:19]1[CH2:24][CH2:23][N:22]([C:2]2[C:7]([N+:8]([O-:10])=[O:9])=[CH:6][CH:5]=[C:4]([Cl:11])[N:3]=2)[CH2:21][CH2:20]1)=[O:18])([CH3:15])([CH3:13])[CH3:14], predict the reactants needed to synthesize it. The reactants are: Cl[C:2]1[C:7]([N+:8]([O-:10])=[O:9])=[CH:6][CH:5]=[C:4]([Cl:11])[N:3]=1.[C:12]([O:16][C:17]([N:19]1[CH2:24][CH2:23][NH:22][CH2:21][CH2:20]1)=[O:18])([CH3:15])([CH3:14])[CH3:13]. (10) Given the product [CH3:13][O:14]/[N:15]=[CH:7]/[C:6]1[CH:9]=[C:2]([Br:1])[CH:3]=[C:4]([F:11])[C:5]=1[F:10], predict the reactants needed to synthesize it. The reactants are: [Br:1][C:2]1[CH:3]=[C:4]([F:11])[C:5]([F:10])=[C:6]([CH:9]=1)[CH:7]=O.Cl.[CH3:13][O:14][NH2:15].C([O-])([O-])=O.[K+].[K+].